Dataset: Retrosynthesis with 50K atom-mapped reactions and 10 reaction types from USPTO. Task: Predict the reactants needed to synthesize the given product. (1) Given the product C[C@H]1COCC[C@@H]1C(=O)N1C(=O)OC[C@H]1Cc1ccccc1, predict the reactants needed to synthesize it. The reactants are: C[C@@H]1COCC[C@@H]1C(=O)O.O=C1N[C@H](Cc2ccccc2)CO1. (2) Given the product Cc1cccc(O[C@H]2CC[C@H](C(=O)NN)CC2)n1, predict the reactants needed to synthesize it. The reactants are: COC(=O)[C@H]1CC[C@H](Oc2cccc(C)n2)CC1.NN. (3) Given the product CCOC(=O)CC1CCC(NCCNc2ccccn2)CC1, predict the reactants needed to synthesize it. The reactants are: CCOC(=O)CC1CCC(=O)CC1.NCCNc1ccccn1. (4) Given the product O=c1cccccc1OS(=O)(=O)c1ccc([N+](=O)[O-])cc1, predict the reactants needed to synthesize it. The reactants are: O=[N+]([O-])c1ccc(S(=O)(=O)Cl)cc1.O=c1cccccc1O. (5) Given the product O=C(CC(F)(F)F)NNc1cc(N2CCC(c3ccccc3F)CC2)ncn1, predict the reactants needed to synthesize it. The reactants are: NNc1cc(N2CCC(c3ccccc3F)CC2)ncn1.O=C(Cl)CC(F)(F)F. (6) Given the product Cc1ccc(C#Cc2cnc3cc(C)nn3c2)cc1, predict the reactants needed to synthesize it. The reactants are: C#Cc1ccc(C)cc1.Cc1cc2ncc(Br)cn2n1. (7) Given the product CC(C)Oc1ccc(C(O)C(Cc2cccc(OC(F)(F)C(F)F)c2)NC(=O)c2cccc3c2C=CCCC3)cc1, predict the reactants needed to synthesize it. The reactants are: CC(C)I.O=C(NC(Cc1cccc(OC(F)(F)C(F)F)c1)C(O)c1ccc(O)cc1)c1cccc2c1C=CCCC2. (8) Given the product CCOC(=O)CCCOc1cccc(C#CCCCCOC2CCCCO2)c1/C=C/C(=O)OC, predict the reactants needed to synthesize it. The reactants are: CCOC(=O)CCCBr.COC(=O)/C=C/c1c(O)cccc1C#CCCCCOC1CCCCO1. (9) Given the product COc1ccc(-c2ccc(NC(=O)OC(C)(C)C)c([N+](=O)[O-])c2)cc1, predict the reactants needed to synthesize it. The reactants are: CC(C)(C)OC(=O)Nc1ccc(I)cc1[N+](=O)[O-].COc1ccc(B(O)O)cc1. (10) Given the product CCOC(=O)N1CCc2cc3c(cc2CC1)C(C)(C)CC(=O)N3, predict the reactants needed to synthesize it. The reactants are: CCOC(=O)N1CCc2ccc(NC(=O)C=C(C)C)cc2CC1.